This data is from Full USPTO retrosynthesis dataset with 1.9M reactions from patents (1976-2016). The task is: Predict the reactants needed to synthesize the given product. (1) Given the product [C:40]([NH:1][CH2:2][CH2:3][O:4][C@@H:5]([C:19]1[CH:24]=[CH:23][CH:22]=[C:21]([F:25])[C:20]=1[C:26]1[CH:31]=[CH:30][CH:29]=[C:28]([CH3:32])[CH:27]=1)[C@@H:6]1[CH2:11][CH2:10][CH2:9][N:8]([C:12]([O:14][C:15]([CH3:18])([CH3:17])[CH3:16])=[O:13])[CH2:7]1)(=[O:42])[CH3:41], predict the reactants needed to synthesize it. The reactants are: [NH2:1][CH2:2][CH2:3][O:4][C@@H:5]([C:19]1[CH:24]=[CH:23][CH:22]=[C:21]([F:25])[C:20]=1[C:26]1[CH:31]=[CH:30][CH:29]=[C:28]([CH3:32])[CH:27]=1)[C@@H:6]1[CH2:11][CH2:10][CH2:9][N:8]([C:12]([O:14][C:15]([CH3:18])([CH3:17])[CH3:16])=[O:13])[CH2:7]1.CCN(CC)CC.[C:40](Cl)(=[O:42])[CH3:41]. (2) Given the product [CH2:12]([O:19][C:9]1[C:8]([F:11])=[CH:7][C:4]([C:5]#[N:6])=[CH:3][C:2]=1[F:1])[C:13]1[CH:18]=[CH:17][CH:16]=[CH:15][CH:14]=1, predict the reactants needed to synthesize it. The reactants are: [F:1][C:2]1[CH:3]=[C:4]([CH:7]=[C:8]([F:11])[C:9]=1F)[C:5]#[N:6].[CH2:12]([OH:19])[C:13]1[CH:18]=[CH:17][CH:16]=[CH:15][CH:14]=1.[H-].[Na+].Cl.